From a dataset of Forward reaction prediction with 1.9M reactions from USPTO patents (1976-2016). Predict the product of the given reaction. Given the reactants [Cl:1][C:2]1[CH:8]=[C:7]([Cl:9])[C:5]([OH:6])=[CH:4][C:3]=1[OH:10].C[O-].[Na+].Br[CH:15]([CH3:21])[C:16]([O:18][CH2:19][CH3:20])=[O:17], predict the reaction product. The product is: [Cl:1][C:2]1[CH:8]=[C:7]([Cl:9])[C:5]([OH:6])=[CH:4][C:3]=1[O:10][CH:15]([CH3:21])[C:16]([O:18][CH2:19][CH3:20])=[O:17].